Dataset: Forward reaction prediction with 1.9M reactions from USPTO patents (1976-2016). Task: Predict the product of the given reaction. (1) Given the reactants [C:1]([NH:5][S:6]([C:9]1[C:17]2[S:16][N:15]=[C:14](Cl)[C:13]=2[CH:12]=[CH:11][CH:10]=1)(=[O:8])=[O:7])([CH3:4])([CH3:3])[CH3:2].O.[NH2:20][CH2:21][CH2:22][CH2:23][NH2:24], predict the reaction product. The product is: [NH2:20][CH2:21][CH2:22][CH2:23][NH:24][C:14]1[C:13]2[CH:12]=[CH:11][CH:10]=[C:9]([S:6]([NH:5][C:1]([CH3:4])([CH3:3])[CH3:2])(=[O:8])=[O:7])[C:17]=2[S:16][N:15]=1. (2) Given the reactants [O:1]1[CH2:4][CH:3]([N:5]2[CH2:10][CH2:9][N:8]([C:11]3[CH:16]=[CH:15][C:14]([NH:17][C:18]4[N:23]=[CH:22][N:21]=[C:20]([C:24]5[CH:25]=[CH:26][C:27]([O:32][C@@H:33]6[CH2:37][CH2:36][NH:35][CH2:34]6)=[C:28]([CH:31]=5)[C:29]#[N:30])[N:19]=4)=[CH:13][CH:12]=3)[CH2:7][CH2:6]2)[CH2:2]1.C(N(CC)C(C)C)(C)C.[C:47](Cl)(=[O:49])[CH3:48], predict the reaction product. The product is: [C:47]([N:35]1[CH2:36][CH2:37][C@@H:33]([O:32][C:27]2[CH:26]=[CH:25][C:24]([C:20]3[N:19]=[C:18]([NH:17][C:14]4[CH:15]=[CH:16][C:11]([N:8]5[CH2:7][CH2:6][N:5]([CH:3]6[CH2:4][O:1][CH2:2]6)[CH2:10][CH2:9]5)=[CH:12][CH:13]=4)[N:23]=[CH:22][N:21]=3)=[CH:31][C:28]=2[C:29]#[N:30])[CH2:34]1)(=[O:49])[CH3:48]. (3) Given the reactants Cl.[NH2:2][CH2:3][C:4]1[N:5]([CH2:25][CH:26]([CH3:28])[CH3:27])[C:6](=[O:24])[C:7]2[C:12]([C:13]=1[O:14][CH2:15][CH2:16][CH2:17][CH3:18])=[CH:11][C:10](/[CH:19]=[CH:20]/[C:21]([NH2:23])=[O:22])=[CH:9][CH:8]=2.[OH-].[Na+], predict the reaction product. The product is: [NH2:2][CH2:3][C:4]1[N:5]([CH2:25][CH:26]([CH3:27])[CH3:28])[C:6](=[O:24])[C:7]2[C:12]([C:13]=1[O:14][CH2:15][CH2:16][CH2:17][CH3:18])=[CH:11][C:10](/[CH:19]=[CH:20]/[C:21]([NH2:23])=[O:22])=[CH:9][CH:8]=2. (4) Given the reactants [C:1]1([Mg]Br)[CH:6]=[CH:5][CH:4]=[CH:3][CH:2]=1.[N:9]12[CH2:16][CH2:15][CH:12]([CH2:13][CH2:14]1)[C@@H:11]([O:17][C:18](=[O:26])[C:19](=[O:25])[C:20]1[O:21][CH:22]=[CH:23][CH:24]=1)[CH2:10]2.[Cl-].[NH4+].CCOCC, predict the reaction product. The product is: [N:9]12[CH2:16][CH2:15][CH:12]([CH2:13][CH2:14]1)[C@@H:11]([O:17][C:18](=[O:26])[C:19]([C:20]1[O:21][CH:22]=[CH:23][CH:24]=1)([OH:25])[C:1]1[CH:6]=[CH:5][CH:4]=[CH:3][CH:2]=1)[CH2:10]2. (5) Given the reactants [OH:1][CH2:2][C:3]1[S:7][CH:6]=[C:5]([C:8]([N:10]2[CH2:15][CH2:14][CH2:13][CH2:12][CH2:11]2)=[O:9])[CH:4]=1.C1(P(C2C=CC=CC=2)C2C=CC=CC=2)C=CC=CC=1.CCOC(/N=N/C(OCC)=O)=O.[CH3:47][C:48]1[CH:53]=[CH:52][CH:51]=[CH:50][C:49]=1O, predict the reaction product. The product is: [N:10]1([C:8]([C:5]2[CH:4]=[C:3]([CH2:2][O:1][C:49]3[CH:50]=[CH:51][CH:52]=[CH:53][C:48]=3[CH3:47])[S:7][CH:6]=2)=[O:9])[CH2:11][CH2:12][CH2:13][CH2:14][CH2:15]1. (6) The product is: [C:1]([O:5][C:6](=[O:19])[NH:7][C:8]12[CH2:17][CH:12]3[CH2:13][CH:14]([CH2:16][CH:10]([CH2:11]3)[C:9]1([OH:18])[CH3:21])[CH2:15]2)([CH3:4])([CH3:2])[CH3:3]. Given the reactants [C:1]([O:5][C:6](=[O:19])[NH:7][C:8]12[CH2:17][CH:12]3[CH2:13][CH:14]([CH2:16][CH:10]([CH2:11]3)[C:9]1=[O:18])[CH2:15]2)([CH3:4])([CH3:3])[CH3:2].[Li][CH3:21], predict the reaction product. (7) Given the reactants ClCCl.[CH:4]1([NH:10][C:11]2[CH:20]=[C:19]3[C:14]([C:15](=[O:36])[N:16]([CH2:27][CH2:28][NH:29][CH2:30][C:31]([O:33][CH2:34][CH3:35])=[O:32])[C:17](=[O:26])[N:18]3[CH:21]3[CH2:25][CH2:24][CH2:23][CH2:22]3)=[CH:13][C:12]=2[F:37])[CH2:9][CH2:8][CH2:7][CH2:6][CH2:5]1.C(N(CC)CC)C.Cl[C:46]([O:48][CH3:49])=[O:47], predict the reaction product. The product is: [CH:4]1([NH:10][C:11]2[CH:20]=[C:19]3[C:14]([C:15](=[O:36])[N:16]([CH2:27][CH2:28][N:29]([CH2:30][C:31]([O:33][CH2:34][CH3:35])=[O:32])[C:46]([O:48][CH3:49])=[O:47])[C:17](=[O:26])[N:18]3[CH:21]3[CH2:25][CH2:24][CH2:23][CH2:22]3)=[CH:13][C:12]=2[F:37])[CH2:9][CH2:8][CH2:7][CH2:6][CH2:5]1. (8) Given the reactants [OH:1][C@@H:2]1[CH2:7][CH2:6][CH2:5][N:4]([CH:8]2[CH2:13][CH2:12][N:11]([C:14]([O:16][C:17]([CH3:20])([CH3:19])[CH3:18])=[O:15])[CH2:10][CH2:9]2)[C:3]1=[O:21].C(N(C(C)C)C(C)C)C.[CH3:31][S:32](Cl)(=[O:34])=[O:33].C([O-])(O)=O.[Na+], predict the reaction product. The product is: [CH3:31][S:32]([O:1][C@@H:2]1[CH2:7][CH2:6][CH2:5][N:4]([CH:8]2[CH2:9][CH2:10][N:11]([C:14]([O:16][C:17]([CH3:18])([CH3:20])[CH3:19])=[O:15])[CH2:12][CH2:13]2)[C:3]1=[O:21])(=[O:34])=[O:33].